From a dataset of Reaction yield outcomes from USPTO patents with 853,638 reactions. Predict the reaction yield, written as a fraction of the theoretical maximum amount of product (1.0 means a 100% yield; for example, 0.34 means a 34% yield). (1) The reactants are [CH3:1][S:2]([CH2:5][C:6]([OH:8])=O)(=[O:4])=[O:3].CCN=C=NCCCN(C)C.C1C=CC2N(O)N=NC=2C=1.CCN(C(C)C)C(C)C.OC(C(F)(F)F)=O.[C:46]1([C:52]2[CH:57]=[C:56]([CH:58]3[CH2:63][CH2:62][NH:61][CH2:60][CH2:59]3)[CH:55]=[CH:54][C:53]=2[NH:64][C:65]([C:67]2[NH:68][CH:69]=[C:70]([C:72]#[N:73])[N:71]=2)=[O:66])[CH2:51][CH2:50][CH2:49][CH2:48][CH:47]=1.CCN(CC)CC. The catalyst is C(Cl)Cl. The product is [C:46]1([C:52]2[CH:57]=[C:56]([CH:58]3[CH2:59][CH2:60][N:61]([C:6](=[O:8])[CH2:5][S:2]([CH3:1])(=[O:4])=[O:3])[CH2:62][CH2:63]3)[CH:55]=[CH:54][C:53]=2[NH:64][C:65]([C:67]2[NH:68][CH:69]=[C:70]([C:72]#[N:73])[N:71]=2)=[O:66])[CH2:51][CH2:50][CH2:49][CH2:48][CH:47]=1. The yield is 0.250. (2) The reactants are CS(O[CH:6]1[CH2:11][CH2:10][C:9]([C:12]2[CH:17]=[CH:16][N:15]=[CH:14][C:13]=2[N+:18]([O-:20])=[O:19])=[CH:8][CH:7]1[NH:21][C:22]([O:24]C(C)(C)C)=[O:23])(=O)=O. The catalyst is N1C=CC=CC=1. The product is [N+:18]([C:13]1[CH:14]=[N:15][CH:16]=[CH:17][C:12]=1[C:9]1[CH2:10][CH2:11][CH:6]2[O:24][C:22](=[O:23])[NH:21][CH:7]2[CH:8]=1)([O-:20])=[O:19]. The yield is 0.850.